Dataset: Merck oncology drug combination screen with 23,052 pairs across 39 cell lines. Task: Regression. Given two drug SMILES strings and cell line genomic features, predict the synergy score measuring deviation from expected non-interaction effect. Drug 1: CC1CC2C3CCC4=CC(=O)C=CC4(C)C3(F)C(O)CC2(C)C1(O)C(=O)CO. Drug 2: CCN(CC)CCNC(=O)c1c(C)[nH]c(C=C2C(=O)Nc3ccc(F)cc32)c1C. Cell line: SW837. Synergy scores: synergy=-1.86.